From a dataset of Reaction yield outcomes from USPTO patents with 853,638 reactions. Predict the reaction yield, written as a fraction of the theoretical maximum amount of product (1.0 means a 100% yield; for example, 0.34 means a 34% yield). The reactants are [CH3:1][O:2][CH2:3][CH2:4][NH2:5].C(N(CC)CC)C.Br[CH2:14][C:15]1[CH:16]=[C:17]([CH:20]=[CH:21][CH:22]=1)[C:18]#[N:19]. The catalyst is C(Cl)Cl. The product is [CH3:1][O:2][CH2:3][CH2:4][NH:5][CH2:14][C:15]1[CH:16]=[C:17]([CH:20]=[CH:21][CH:22]=1)[C:18]#[N:19]. The yield is 0.860.